From a dataset of Forward reaction prediction with 1.9M reactions from USPTO patents (1976-2016). Predict the product of the given reaction. (1) The product is: [C:14]([O:18][C:19](=[O:38])[NH:20][C:21]1[CH2:22][O:23][CH2:24][C@:25]([C:30]2[CH:35]=[C:34]([NH:36][C:8]([C:5]3[C:4]([CH2:11][O:12][CH3:13])=[CH:3][C:2]([Cl:1])=[CH:7][N:6]=3)=[O:10])[CH:33]=[CH:32][C:31]=2[F:37])([CH:27]([F:29])[F:28])[N:26]=1)([CH3:17])([CH3:15])[CH3:16]. Given the reactants [Cl:1][C:2]1[CH:3]=[C:4]([CH2:11][O:12][CH3:13])[C:5]([C:8]([OH:10])=O)=[N:6][CH:7]=1.[C:14]([O:18][C:19](=[O:38])[NH:20][C:21]1[CH2:22][O:23][CH2:24][C@:25]([C:30]2[CH:35]=[C:34]([NH2:36])[CH:33]=[CH:32][C:31]=2[F:37])([CH:27]([F:29])[F:28])[N:26]=1)([CH3:17])([CH3:16])[CH3:15].C1C=NC2N(O)N=NC=2C=1.CCN(C(C)C)C(C)C.C(Cl)CCl, predict the reaction product. (2) Given the reactants [F:1][C:2]1[CH:7]=[CH:6][C:5]([CH2:8][CH2:9][CH2:10][C:11]([O:13]C)=[O:12])=[CH:4][CH:3]=1.[OH-].[Na+].Cl, predict the reaction product. The product is: [F:1][C:2]1[CH:3]=[CH:4][C:5]([CH2:8][CH2:9][CH2:10][C:11]([OH:13])=[O:12])=[CH:6][CH:7]=1. (3) Given the reactants [Cl:1][C:2]1[CH:9]=[CH:8][C:5]([CH:6]=[O:7])=[C:4](F)[CH:3]=1.[NH:11]1[CH:15]=[N:14][CH:13]=[N:12]1.C(=O)([O-])[O-].[K+].[K+].O, predict the reaction product. The product is: [Cl:1][C:2]1[CH:9]=[CH:8][C:5]([CH:6]=[O:7])=[C:4]([N:11]2[CH:15]=[N:14][CH:13]=[N:12]2)[CH:3]=1. (4) The product is: [CH3:11][O:12][CH2:13][C:14]([NH:17][C:19]1[C:20]([CH3:39])=[N:21][C:22]2[C:27]([N:28]=1)=[C:26]([C:29]1[NH:37][C:36]3[CH2:35][CH2:34][NH:33][C:32](=[O:38])[C:31]=3[CH:30]=1)[CH:25]=[CH:24][CH:23]=2)([CH3:16])[CH3:15]. Given the reactants CCN(C(C)C)C(C)C.Cl.[CH3:11][O:12][CH2:13][C:14]([NH2:17])([CH3:16])[CH3:15].F[C:19]1[C:20]([CH3:39])=[N:21][C:22]2[C:27]([N:28]=1)=[C:26]([C:29]1[NH:37][C:36]3[CH2:35][CH2:34][NH:33][C:32](=[O:38])[C:31]=3[CH:30]=1)[CH:25]=[CH:24][CH:23]=2, predict the reaction product. (5) Given the reactants C[O:2][C:3]([C:5]1[O:6][C:7]([CH2:10][O:11][C:12]2[CH:17]=[CH:16][C:15]([C:18]([N:20]3[C:29]4[C:24](=[CH:25][CH:26]=[CH:27][CH:28]=4)[C@H:23]([N:30]([C:38](=[O:40])[CH3:39])[C:31]4[CH:36]=[CH:35][C:34]([Cl:37])=[CH:33][CH:32]=4)[CH2:22][C@@H:21]3[CH3:41])=[O:19])=[CH:14][CH:13]=2)=[CH:8][CH:9]=1)=[O:4].C(O)C.[OH-].[Na+], predict the reaction product. The product is: [C:38]([N:30]([C:31]1[CH:36]=[CH:35][C:34]([Cl:37])=[CH:33][CH:32]=1)[C@H:23]1[C:24]2[C:29](=[CH:28][CH:27]=[CH:26][CH:25]=2)[N:20]([C:18]([C:15]2[CH:16]=[CH:17][C:12]([O:11][CH2:10][C:7]3[O:6][C:5]([C:3]([OH:4])=[O:2])=[CH:9][CH:8]=3)=[CH:13][CH:14]=2)=[O:19])[C@@H:21]([CH3:41])[CH2:22]1)(=[O:40])[CH3:39].